From a dataset of NCI-60 drug combinations with 297,098 pairs across 59 cell lines. Regression. Given two drug SMILES strings and cell line genomic features, predict the synergy score measuring deviation from expected non-interaction effect. Drug 1: COC1=C2C(=CC3=C1OC=C3)C=CC(=O)O2. Drug 2: COCCOC1=C(C=C2C(=C1)C(=NC=N2)NC3=CC=CC(=C3)C#C)OCCOC.Cl. Cell line: HCT116. Synergy scores: CSS=2.99, Synergy_ZIP=3.77, Synergy_Bliss=8.04, Synergy_Loewe=-1.39, Synergy_HSA=-1.42.